The task is: Predict which catalyst facilitates the given reaction.. This data is from Catalyst prediction with 721,799 reactions and 888 catalyst types from USPTO. Reactant: [F:1][C:2]([F:15])([C:8]1[CH:12]=[CH:11][N:10]([CH2:13]O)[N:9]=1)[CH2:3][C:4]([F:7])([F:6])[F:5].S(Cl)([Cl:18])=O. Product: [Cl:18][CH2:13][N:10]1[CH:11]=[CH:12][C:8]([C:2]([F:15])([F:1])[CH2:3][C:4]([F:7])([F:6])[F:5])=[N:9]1. The catalyst class is: 4.